Dataset: Full USPTO retrosynthesis dataset with 1.9M reactions from patents (1976-2016). Task: Predict the reactants needed to synthesize the given product. (1) Given the product [O:19]1[C:23]2[CH:24]=[CH:25][CH:26]=[CH:27][C:22]=2[CH:21]=[C:20]1[CH:28]([NH:30][C:16]([C@@H:4]1[CH2:3][C@@H:2]([OH:1])[CH2:6][N:5]1[C:7](=[O:15])[CH2:8][C:9]1[O:13][N:12]=[C:11]([CH3:14])[CH:10]=1)=[O:18])[CH3:29], predict the reactants needed to synthesize it. The reactants are: [OH:1][C@H:2]1[CH2:6][N:5]([C:7](=[O:15])[CH2:8][C:9]2[O:13][N:12]=[C:11]([CH3:14])[CH:10]=2)[C@H:4]([C:16]([OH:18])=O)[CH2:3]1.[O:19]1[C:23]2[CH:24]=[CH:25][CH:26]=[CH:27][C:22]=2[CH:21]=[C:20]1[CH:28]([NH2:30])[CH3:29].CCN(C(C)C)C(C)C.CN(C(ON1N=NC2C=CC=NC1=2)=[N+](C)C)C.F[P-](F)(F)(F)(F)F. (2) Given the product [CH3:1][C:2]1[CH:6]=[C:5]([C:7]2[CH:8]=[CH:9][C:10]([C:13]([F:14])([F:15])[F:16])=[CH:11][CH:12]=2)[S:4][C:3]=1[C:17]([O:19][CH3:20])=[O:18], predict the reactants needed to synthesize it. The reactants are: [CH3:1][C:2]1[CH:6]=[C:5]([C:7]2[CH:12]=[CH:11][C:10]([C:13]([F:16])([F:15])[F:14])=[CH:9][CH:8]=2)[S:4][C:3]=1[C:17]([OH:19])=[O:18].[CH3:20]O. (3) Given the product [Br:13][C:7]1[C:8]([OH:10])=[CH:9][C:2]([F:1])=[C:3]([CH:6]=1)[CH:4]=[O:5], predict the reactants needed to synthesize it. The reactants are: [F:1][C:2]1[CH:9]=[C:8]([O:10]C)[CH:7]=[CH:6][C:3]=1[CH:4]=[O:5].B(Br)(Br)[Br:13]. (4) Given the product [Br:1][C:2]1[CH:11]=[CH:10][C:5]([C:6]([NH:8][NH:9][C:17](=[O:18])[C:16]2[CH:20]=[CH:21][C:13]([Br:12])=[CH:14][CH:15]=2)=[O:7])=[CH:4][CH:3]=1, predict the reactants needed to synthesize it. The reactants are: [Br:1][C:2]1[CH:11]=[CH:10][C:5]([C:6]([NH:8][NH2:9])=[O:7])=[CH:4][CH:3]=1.[Br:12][C:13]1[CH:21]=[CH:20][C:16]([C:17](Cl)=[O:18])=[CH:15][CH:14]=1. (5) Given the product [Cl:14][C:8]1[CH:7]=[C:6]2[C:11]([C:12](=[O:13])[C:3]([CH2:2][NH:1][C:30]([NH:29][C:26]3[CH:27]=[CH:28][C:23]([N:22]([CH3:32])[CH3:21])=[CH:24][CH:25]=3)=[O:31])=[CH:4][N:5]2[C:15]2[CH:16]=[CH:17][CH:18]=[CH:19][CH:20]=2)=[CH:10][CH:9]=1, predict the reactants needed to synthesize it. The reactants are: [NH2:1][CH2:2][C:3]1[C:12](=[O:13])[C:11]2[C:6](=[CH:7][C:8]([Cl:14])=[CH:9][CH:10]=2)[N:5]([C:15]2[CH:20]=[CH:19][CH:18]=[CH:17][CH:16]=2)[CH:4]=1.[CH3:21][N:22]([CH3:32])[C:23]1[CH:28]=[CH:27][C:26]([N:29]=[C:30]=[O:31])=[CH:25][CH:24]=1. (6) Given the product [CH2:4]([O:6][C:7](=[O:11])[CH2:8][C:9](=[NH:15])[NH:10][OH:12])[CH3:5], predict the reactants needed to synthesize it. The reactants are: C(O)C.[CH2:4]([O:6][C:7](=[O:11])[CH2:8][C:9]#[N:10])[CH3:5].[OH-:12].[Na+].Cl.[NH2:15]O.